Dataset: Catalyst prediction with 721,799 reactions and 888 catalyst types from USPTO. Task: Predict which catalyst facilitates the given reaction. (1) Reactant: C[O:2][C:3](=[O:18])[C:4]([NH2:17])([C:9]([C:11]1[CH:12]=[N:13][CH:14]=[CH:15][CH:16]=1)=[O:10])[CH2:5][CH:6]([CH3:8])[CH3:7].C1COCC1.[Li+].[OH-]. Product: [CH3:7][CH:6]([CH3:8])[CH2:5][C:4]([NH2:17])([C:9]([C:11]1[CH:12]=[N:13][CH:14]=[CH:15][CH:16]=1)=[O:10])[C:3]([OH:18])=[O:2]. The catalyst class is: 24. (2) Reactant: [F:1][C:2]1[C:3]([C:17]2[S:21][C:20]3[C:22]([C:26]4[CH:31]=[CH:30][N:29]=[CH:28][C:27]=4[NH:32]C(=O)C(C)(C)C)=[CH:23][CH:24]=[CH:25][C:19]=3[CH:18]=2)=[N:4][C:5]([NH:8][CH2:9][CH2:10][N:11]2[CH2:15][CH2:14][NH:13][C:12]2=[O:16])=[N:6][CH:7]=1.OS(O)(=O)=O. Product: [NH2:32][C:27]1[CH:28]=[N:29][CH:30]=[CH:31][C:26]=1[C:22]1[C:20]2[S:21][C:17]([C:3]3[C:2]([F:1])=[CH:7][N:6]=[C:5]([NH:8][CH2:9][CH2:10][N:11]4[CH2:15][CH2:14][NH:13][C:12]4=[O:16])[N:4]=3)=[CH:18][C:19]=2[CH:25]=[CH:24][CH:23]=1. The catalyst class is: 6. (3) Reactant: [CH:1]1([N:4]2[CH2:27][CH2:26][C:7]3[N:8]([CH2:16][C:17]([C:20]4[CH:25]=[CH:24][N:23]=[CH:22][CH:21]=4)(O)[CH3:18])[C:9]4[CH:10]=[CH:11][C:12]([CH3:15])=[CH:13][C:14]=4[C:6]=3[CH2:5]2)[CH2:3][CH2:2]1. Product: [CH:1]1([N:4]2[CH2:27][CH2:26][C:7]3[N:8](/[CH:16]=[C:17](/[C:20]4[CH:21]=[CH:22][N:23]=[CH:24][CH:25]=4)\[CH3:18])[C:9]4[CH:10]=[CH:11][C:12]([CH3:15])=[CH:13][C:14]=4[C:6]=3[CH2:5]2)[CH2:2][CH2:3]1. The catalyst class is: 309. (4) Reactant: [Br:1][C:2]1[CH:3]=[C:4]([CH2:8][CH2:9][CH2:10][OH:11])[CH:5]=[CH:6][CH:7]=1.C1(C)C=CC(S(O)(=O)=O)=CC=1.[O:23]1[CH:28]=[CH:27][CH2:26][CH2:25][CH2:24]1. Product: [Br:1][C:2]1[CH:3]=[C:4]([CH2:8][CH2:9][CH2:10][O:11][CH:24]2[CH2:25][CH2:26][CH2:27][CH2:28][O:23]2)[CH:5]=[CH:6][CH:7]=1. The catalyst class is: 4. (5) Reactant: [CH3:1][O:2][C:3]([CH:5]1[CH2:10][CH2:9][O:8][CH2:7][CH2:6]1)=[O:4].C[Si]([N-][Si](C)(C)C)(C)C.[Na+].[Br:21][C:22]1[CH:23]=[C:24]([CH3:29])[C:25](F)=[N:26][CH:27]=1.[Cl-].[NH4+]. Product: [CH3:1][O:2][C:3]([C:5]1([C:25]2[C:24]([CH3:29])=[CH:23][C:22]([Br:21])=[CH:27][N:26]=2)[CH2:10][CH2:9][O:8][CH2:7][CH2:6]1)=[O:4]. The catalyst class is: 359. (6) Reactant: [F:1][C:2]1[CH:7]=[CH:6][C:5]([C:8]2[CH:13]=[C:12]([CH:14]([CH3:16])[CH3:15])[N:11]=[C:10]([OH:17])[N:9]=2)=[CH:4][CH:3]=1.CN(C=O)C.[Br:23]N1C(=O)CCC1=O. Product: [Br:23][C:13]1[C:8]([C:5]2[CH:4]=[CH:3][C:2]([F:1])=[CH:7][CH:6]=2)=[N:9][C:10]([OH:17])=[N:11][C:12]=1[CH:14]([CH3:15])[CH3:16]. The catalyst class is: 6.